The task is: Predict the reaction yield, written as a fraction of the theoretical maximum amount of product (1.0 means a 100% yield; for example, 0.34 means a 34% yield).. This data is from Reaction yield outcomes from USPTO patents with 853,638 reactions. (1) The reactants are [NH:1]1[C:5]([C:6]2[C:7]3[CH2:15][CH2:14][N:13]([C:16]([C:18]4[CH:23]=[CH:22][CH:21]=[C:20]([C:24]([F:27])([F:26])[F:25])[C:19]=4[Cl:28])=[O:17])[CH2:12][C:8]=3[N:9]=[CH:10][N:11]=2)=[CH:4][CH:3]=[N:2]1.[H-].[Na+].[CH3:31]I. The catalyst is CN(C=O)C.O. The product is [Cl:28][C:19]1[C:20]([C:24]([F:25])([F:27])[F:26])=[CH:21][CH:22]=[CH:23][C:18]=1[C:16]([N:13]1[CH2:14][CH2:15][C:7]2[C:6]([C:5]3[CH:4]=[CH:3][N:2]([CH3:31])[N:1]=3)=[N:11][CH:10]=[N:9][C:8]=2[CH2:12]1)=[O:17]. The yield is 0.430. (2) The reactants are [F:1][C:2]1([F:33])[CH2:7][CH2:6][N:5]([C:8]([C:10]2[NH:11][C:12]3[C:17]([CH:18]=2)=[CH:16][C:15]([C:19]([N:21]2[CH2:26][CH2:25][CH:24]([N:27]4[CH2:32][CH2:31][O:30][CH2:29][CH2:28]4)[CH2:23][CH2:22]2)=[O:20])=[CH:14][CH:13]=3)=[O:9])[CH2:4][CH2:3]1.[H-].[Na+].[CH:36]1([CH2:39]Br)[CH2:38][CH2:37]1. The catalyst is CN(C)C=O. The product is [CH:36]1([CH2:39][N:11]2[C:12]3[C:17](=[CH:16][C:15]([C:19]([N:21]4[CH2:26][CH2:25][CH:24]([N:27]5[CH2:28][CH2:29][O:30][CH2:31][CH2:32]5)[CH2:23][CH2:22]4)=[O:20])=[CH:14][CH:13]=3)[CH:18]=[C:10]2[C:8]([N:5]2[CH2:4][CH2:3][C:2]([F:1])([F:33])[CH2:7][CH2:6]2)=[O:9])[CH2:38][CH2:37]1. The yield is 0.160. (3) The reactants are [C:1](O)(=O)[CH2:2][CH2:3]C#C.O[CH2:9]C1C=CC(O)=CC=1.C1CCC(N=C=NC2CCCCC2)CC1.[C:32]([O:35][CH2:36][CH3:37])(=[O:34])[CH3:33].[CH2:38]1[CH2:42][O:41][CH2:40][CH2:39]1. No catalyst specified. The product is [CH3:3][C:2]1[CH:1]=[C:42]([CH:38]=[C:39]([CH3:9])[CH:40]=1)[O:41][CH2:33][C:32]([O:35][CH2:36][CH3:37])=[O:34]. The yield is 0.400. (4) The reactants are [F:1][C:2]1[CH:3]=[C:4]2[C:9](=[C:10]([O:13][C:14]([F:17])([F:16])[F:15])[C:11]=1F)[N:8]([C:18]1[CH:23]=[CH:22][C:21]([CH2:24][N:25]3[CH2:29][CH2:28][CH2:27][CH2:26]3)=[CH:20][CH:19]=1)[CH:7]=[C:6]([C:30]([O:32][CH2:33][CH3:34])=[O:31])[C:5]2=[O:35].C1N2CCN(CC2)C1.[Cl:44][C:45]1[CH:46]=[C:47]([N:51]2[CH2:56][CH2:55][NH:54][CH2:53][CH2:52]2)[CH:48]=[CH:49][CH:50]=1. The catalyst is C(#N)C. The product is [Cl:44][C:45]1[CH:46]=[C:47]([N:51]2[CH2:56][CH2:55][N:54]([C:11]3[C:10]([O:13][C:14]([F:17])([F:16])[F:15])=[C:9]4[C:4]([C:5](=[O:35])[C:6]([C:30]([O:32][CH2:33][CH3:34])=[O:31])=[CH:7][N:8]4[C:18]4[CH:19]=[CH:20][C:21]([CH2:24][N:25]5[CH2:29][CH2:28][CH2:27][CH2:26]5)=[CH:22][CH:23]=4)=[CH:3][C:2]=3[F:1])[CH2:53][CH2:52]2)[CH:48]=[CH:49][CH:50]=1. The yield is 0.290. (5) The reactants are [NH2:1][C:2]1[CH:22]=[CH:21][C:5]([O:6][C:7]2[CH:20]=[CH:19][C:10]3[NH:11][C:12]([NH:14][C:15](=[O:18])[O:16][CH3:17])=[N:13][C:9]=3[CH:8]=2)=[CH:4][CH:3]=1.[Cl:23][C:24]1[CH:25]=[C:26]([N:30]=[C:31]=[O:32])[CH:27]=[CH:28][CH:29]=1.C(OCC)C. The catalyst is C1COCC1. The product is [Cl:23][C:24]1[CH:25]=[C:26]([NH:30][C:31]([NH:1][C:2]2[CH:22]=[CH:21][C:5]([O:6][C:7]3[CH:20]=[CH:19][C:10]4[NH:11][C:12]([NH:14][C:15](=[O:18])[O:16][CH3:17])=[N:13][C:9]=4[CH:8]=3)=[CH:4][CH:3]=2)=[O:32])[CH:27]=[CH:28][CH:29]=1. The yield is 0.690. (6) The reactants are [Mg].Cl[CH:3]1[CH2:8][CH2:7][O:6][CH2:5][CH2:4]1.[O:9]=[C:10]1[C:15]([CH2:16][C:17]2[CH:22]=[CH:21][C:20]([C:23]3[C:24]([C:29]#[N:30])=[CH:25][CH:26]=[CH:27][CH:28]=3)=[CH:19][CH:18]=2)=[C:14]([CH2:31][CH2:32][CH3:33])[N:13]2[N:34]=[CH:35][N:36]=[C:12]2[N:11]1[CH:37]1[CH2:42][CH2:41][C:40](=[O:43])[CH2:39][CH2:38]1.Cl. The catalyst is BrCCBr.O1CCCC1. The product is [OH:43][C:40]1([CH:3]2[CH2:8][CH2:7][O:6][CH2:5][CH2:4]2)[CH2:41][CH2:42][CH:37]([N:11]2[C:10](=[O:9])[C:15]([CH2:16][C:17]3[CH:22]=[CH:21][C:20]([C:23]4[C:24]([C:29]#[N:30])=[CH:25][CH:26]=[CH:27][CH:28]=4)=[CH:19][CH:18]=3)=[C:14]([CH2:31][CH2:32][CH3:33])[N:13]3[N:34]=[CH:35][N:36]=[C:12]23)[CH2:38][CH2:39]1. The yield is 0.200. (7) The reactants are Br[C:2]1[CH:3]=[N:4][CH:5]=[N:6][CH:7]=1.[Li]CCCC.[Br:13][C:14]1[CH:15]=[CH:16][C:17]([C:20]([F:32])([F:31])[C:21]([C:23]2[CH:28]=[CH:27][C:26]([F:29])=[CH:25][C:24]=2[F:30])=[O:22])=[N:18][CH:19]=1. The catalyst is CCOCC. The product is [Br:13][C:14]1[CH:15]=[CH:16][C:17]([C:20]([F:31])([F:32])[C:21]([C:23]2[CH:28]=[CH:27][C:26]([F:29])=[CH:25][C:24]=2[F:30])([C:2]2[CH:3]=[N:4][CH:5]=[N:6][CH:7]=2)[OH:22])=[N:18][CH:19]=1. The yield is 0.133.